From a dataset of Forward reaction prediction with 1.9M reactions from USPTO patents (1976-2016). Predict the product of the given reaction. (1) Given the reactants [CH3:1][O:2][C:3]1[CH:4]=[C:5]2[C:9](=[CH:10][C:11]=1[O:12][CH3:13])[N:8]([CH3:14])[CH:7]=[C:6]2[C:15]1[N:27](S(C2C=CC(C)=CC=2)(=O)=O)[C:18]2=[N:19][CH:20]=[CH:21][C:22]([CH:23]([OH:26])[CH2:24][CH3:25])=[C:17]2[CH:16]=1.[OH-].[K+], predict the reaction product. The product is: [CH3:1][O:2][C:3]1[CH:4]=[C:5]2[C:9](=[CH:10][C:11]=1[O:12][CH3:13])[N:8]([CH3:14])[CH:7]=[C:6]2[C:15]1[NH:27][C:18]2=[N:19][CH:20]=[CH:21][C:22]([CH:23]([OH:26])[CH2:24][CH3:25])=[C:17]2[CH:16]=1. (2) Given the reactants [N+:1]([C:4]1[CH:9]=[CH:8][C:7]([CH:10]2[CH2:14][CH2:13][CH:12]([C:15]3[CH:20]=[CH:19][C:18]([N+:21]([O-])=O)=[CH:17][CH:16]=3)[N:11]2[C:24]2[CH:29]=[CH:28][C:27]([C:30]3[CH:31]=[CH:32][C:33]([N:36]4[CH2:41][CH2:40][O:39][CH2:38][CH2:37]4)=[N:34][CH:35]=3)=[CH:26][CH:25]=2)=[CH:6][CH:5]=1)([O-])=O.[H][H], predict the reaction product. The product is: [O:39]1[CH2:40][CH2:41][N:36]([C:33]2[N:34]=[CH:35][C:30]([C:27]3[CH:26]=[CH:25][C:24]([N:11]4[CH:12]([C:15]5[CH:20]=[CH:19][C:18]([NH2:21])=[CH:17][CH:16]=5)[CH2:13][CH2:14][CH:10]4[C:7]4[CH:6]=[CH:5][C:4]([NH2:1])=[CH:9][CH:8]=4)=[CH:29][CH:28]=3)=[CH:31][CH:32]=2)[CH2:37][CH2:38]1. (3) The product is: [F:33][C:2]([F:1])([F:32])[C:3]1[CH:4]=[C:5]([CH:25]=[C:26]([C:28]([F:31])([F:30])[F:29])[CH:27]=1)[C:6]([N:8]1[CH2:9][CH2:10][C:11]2([N:15]([C:16]3[CH:17]=[CH:18][CH:19]=[CH:20][CH:21]=3)[CH2:14][N:13]([C:35]3[N:40]=[CH:39][CH:38]=[CH:37][N:36]=3)[C:12]2=[O:22])[CH2:23][CH2:24]1)=[O:7]. Given the reactants [F:1][C:2]([F:33])([F:32])[C:3]1[CH:4]=[C:5]([CH:25]=[C:26]([C:28]([F:31])([F:30])[F:29])[CH:27]=1)[C:6]([N:8]1[CH2:24][CH2:23][C:11]2([N:15]([C:16]3[CH:21]=[CH:20][CH:19]=[CH:18][CH:17]=3)[CH2:14][NH:13][C:12]2=[O:22])[CH2:10][CH2:9]1)=[O:7].Cl[C:35]1[N:40]=[CH:39][CH:38]=[CH:37][N:36]=1, predict the reaction product. (4) Given the reactants [O:1]=[C:2]1[CH2:10][C:9]2[C:4](=[CH:5][C:6]([C:11]([OH:13])=O)=[CH:7][CH:8]=2)[NH:3]1.[CH2:14]1[C@H:23]2[C@H:18]([CH2:19][CH2:20][C:21]3[CH:27]=[CH:26][CH:25]=[CH:24][C:22]=32)[NH:17][CH2:16][CH2:15]1.F[P-](F)(F)(F)(F)F.N1(OC(N(C)C)=[N+](C)C)C2N=CC=CC=2N=N1, predict the reaction product. The product is: [CH2:14]1[C@H:23]2[C@H:18]([CH2:19][CH2:20][C:21]3[CH:27]=[CH:26][CH:25]=[CH:24][C:22]=32)[N:17]([C:11]([C:6]2[CH:5]=[C:4]3[C:9]([CH2:10][C:2](=[O:1])[NH:3]3)=[CH:8][CH:7]=2)=[O:13])[CH2:16][CH2:15]1. (5) Given the reactants [N+:1]([C:4]1[CH:9]=[CH:8][CH:7]=[CH:6][C:5]=1[OH:10])([O-:3])=[O:2].[H-].[Na+].Br[CH2:14][C:15]([O:17][C:18]([CH3:21])([CH3:20])[CH3:19])=[O:16], predict the reaction product. The product is: [C:18]([O:17][C:15](=[O:16])[CH2:14][O:10][C:5]1[CH:6]=[CH:7][CH:8]=[CH:9][C:4]=1[N+:1]([O-:3])=[O:2])([CH3:21])([CH3:20])[CH3:19]. (6) Given the reactants [N+:1]([C:4]1[CH:14]=[CH:13][CH:12]=[C:6]2[C:7]([O:9][C:10](=O)[C:5]=12)=[O:8])([O-:3])=[O:2].O.[NH2:16][NH2:17], predict the reaction product. The product is: [N+:1]([C:4]1[CH:14]=[CH:13][CH:12]=[C:6]2[C:5]=1[C:10](=[O:9])[NH:16][NH:17][C:7]2=[O:8])([O-:3])=[O:2].